From a dataset of Acute oral toxicity (LD50) regression data from Zhu et al.. Regression/Classification. Given a drug SMILES string, predict its toxicity properties. Task type varies by dataset: regression for continuous values (e.g., LD50, hERG inhibition percentage) or binary classification for toxic/non-toxic outcomes (e.g., AMES mutagenicity, cardiotoxicity, hepatotoxicity). Dataset: ld50_zhu. The molecule is C=C(F)CCl. The rat oral LD50 is 2.53, given as -log10 of the dose in mol/kg body weight (higher means more acutely toxic).